This data is from Forward reaction prediction with 1.9M reactions from USPTO patents (1976-2016). The task is: Predict the product of the given reaction. (1) Given the reactants [H-].[Na+].[I-].[CH3:4][S+](C)(C)=O.[CH2:9]([O:16][C:17]1[CH:24]=[CH:23][C:20]([CH:21]=[O:22])=[CH:19][CH:18]=1)[C:10]1[CH:15]=[CH:14][CH:13]=[CH:12][CH:11]=1, predict the reaction product. The product is: [CH2:9]([O:16][C:17]1[CH:18]=[CH:19][C:20]([CH:21]2[CH2:4][O:22]2)=[CH:23][CH:24]=1)[C:10]1[CH:11]=[CH:12][CH:13]=[CH:14][CH:15]=1. (2) Given the reactants Cl[C:2]1[N:7]=[C:6]2[CH2:8][CH2:9][CH2:10][C:5]2=[C:4]([Cl:11])[CH:3]=1.C([Sn](CCCC)(CCCC)[C:17]1[O:18][CH:19]=[CH:20][N:21]=1)CCC, predict the reaction product. The product is: [Cl:11][C:4]1[CH:3]=[C:2]([C:17]2[O:18][CH:19]=[CH:20][N:21]=2)[N:7]=[C:6]2[CH2:8][CH2:9][CH2:10][C:5]=12. (3) Given the reactants Cl[CH2:2][C@@H:3]([OH:20])[CH2:4][C:5]1[CH:10]=[CH:9][CH:8]=[C:7]([O:11][CH2:12][CH:13]([CH2:17][CH2:18][CH3:19])[CH2:14][CH2:15][CH3:16])[CH:6]=1.[N-:21]=[N+:22]=[N-:23].[Na+], predict the reaction product. The product is: [N:21]([CH2:2][C@@H:3]([OH:20])[CH2:4][C:5]1[CH:10]=[CH:9][CH:8]=[C:7]([O:11][CH2:12][CH:13]([CH2:17][CH2:18][CH3:19])[CH2:14][CH2:15][CH3:16])[CH:6]=1)=[N+:22]=[N-:23]. (4) Given the reactants [F:1][C:2]1([F:19])[CH2:7][CH2:6][C:5](/[C:15](=[N:17]\O)/[CH3:16])([C:8]2[CH:9]=[N:10][C:11]([CH3:14])=[N:12][CH:13]=2)[CH2:4][CH2:3]1.N, predict the reaction product. The product is: [F:19][C:2]1([F:1])[CH2:3][CH2:4][C:5]([CH:15]([NH2:17])[CH3:16])([C:8]2[CH:13]=[N:12][C:11]([CH3:14])=[N:10][CH:9]=2)[CH2:6][CH2:7]1. (5) Given the reactants Cl[C:2]1[C:7]([N+:8]([O-:10])=[O:9])=[CH:6][CH:5]=[CH:4][N:3]=1.C([O-])([O-])=O.[Na+].[Na+].[CH3:17][C:18]1([CH3:24])[CH2:23][CH2:22][NH:21][CH2:20][CH2:19]1, predict the reaction product. The product is: [CH3:17][C:18]1([CH3:24])[CH2:23][CH2:22][N:21]([C:2]2[C:7]([N+:8]([O-:10])=[O:9])=[CH:6][CH:5]=[CH:4][N:3]=2)[CH2:20][CH2:19]1. (6) Given the reactants C([O:3][C:4](=[O:20])[C@@H:5]([O:18][CH3:19])[CH2:6][C:7]1[CH:12]=[CH:11][C:10]([O:13][CH2:14][C:15]([OH:17])=O)=[CH:9][CH:8]=1)C.[CH3:21][CH:22]([NH2:31])[CH2:23][CH2:24][C:25]1[CH:30]=[CH:29][CH:28]=[CH:27][CH:26]=1.C(O[C@@H](CC1C=CC(O[C@@H](C(=O)NCCC2C=CC(OC3C=CC=CC=3)=CC=2)C)=CC=1)C(O)=O)C, predict the reaction product. The product is: [CH3:19][O:18][C@@H:5]([CH2:6][C:7]1[CH:8]=[CH:9][C:10]([O:13][CH2:14][C:15](=[O:17])[NH:31][CH:22]([CH3:21])[CH2:23][CH2:24][C:25]2[CH:30]=[CH:29][CH:28]=[CH:27][CH:26]=2)=[CH:11][CH:12]=1)[C:4]([OH:3])=[O:20]. (7) Given the reactants [CH2:1]([O:3][C:4](=[O:22])[CH:5]=[C:6]([NH:8][C:9]1[CH:14]=[CH:13][C:12]([CH2:15][C:16]([O:18][CH2:19][CH3:20])=[O:17])=[CH:11][C:10]=1I)[CH3:7])[CH3:2].C(N(CCC)CCC)CC.C(OCC)(=O)C, predict the reaction product. The product is: [CH2:1]([O:3][C:4]([C:5]1[C:14]2[C:9](=[CH:10][CH:11]=[C:12]([CH2:15][C:16]([O:18][CH2:19][CH3:20])=[O:17])[CH:13]=2)[NH:8][C:6]=1[CH3:7])=[O:22])[CH3:2]. (8) Given the reactants ClCCCl.[Cl:5][C:6]1[CH:11]=[CH:10][C:9]([C:12]([C:15]2[CH:28]=[CH:27][C:18]([NH:19][C:20](=[O:26])[O:21][C:22]([CH3:25])([CH3:24])[CH3:23])=[C:17]([CH3:29])[CH:16]=2)(O)[CH3:13])=[CH:8][CH:7]=1, predict the reaction product. The product is: [Cl:5][C:6]1[CH:7]=[CH:8][C:9]([C:12]([C:15]2[CH:28]=[CH:27][C:18]([NH:19][C:20](=[O:26])[O:21][C:22]([CH3:25])([CH3:23])[CH3:24])=[C:17]([CH3:29])[CH:16]=2)=[CH2:13])=[CH:10][CH:11]=1. (9) The product is: [ClH:26].[NH2:7][CH2:8][C@@H:9]([N:16]([CH3:17])[C:18](=[O:28])[CH2:19][C:20]1[CH:25]=[CH:24][C:23]([Cl:26])=[C:22]([Cl:27])[CH:21]=1)[C:10]1[CH:15]=[CH:14][CH:13]=[CH:12][CH:11]=1. Given the reactants C(OC(=O)[NH:7][CH2:8][C@@H:9]([N:16]([C:18](=[O:28])[CH2:19][C:20]1[CH:25]=[CH:24][C:23]([Cl:26])=[C:22]([Cl:27])[CH:21]=1)[CH3:17])[C:10]1[CH:15]=[CH:14][CH:13]=[CH:12][CH:11]=1)(C)(C)C.Cl, predict the reaction product. (10) Given the reactants [CH3:1][S:2]([N:5]1[CH2:15][CH:14]2[CH2:16][CH:7]([C:8]3[C:13]2=[CH:12][C:11]([N+:17]([O-])=O)=[CH:10][CH:9]=3)[CH2:6]1)(=[O:4])=[O:3].[H][H], predict the reaction product. The product is: [CH3:1][S:2]([N:5]1[CH2:15][CH:14]2[CH2:16][CH:7]([C:8]3[C:13]2=[CH:12][C:11]([NH2:17])=[CH:10][CH:9]=3)[CH2:6]1)(=[O:4])=[O:3].